From a dataset of Full USPTO retrosynthesis dataset with 1.9M reactions from patents (1976-2016). Predict the reactants needed to synthesize the given product. (1) The reactants are: [NH2:1][C:2]1[CH:7]=[CH:6][C:5]([C:8]2[O:12][CH:11]=[N:10][CH:9]=2)=[C:4]([O:13][CH3:14])[CH:3]=1.C(N(CC)CC)C.[Cl:22][CH2:23][C:24](Cl)=[O:25]. Given the product [Cl:22][CH2:23][C:24]([NH:1][C:2]1[CH:7]=[CH:6][C:5]([C:8]2[O:12][CH:11]=[N:10][CH:9]=2)=[C:4]([O:13][CH3:14])[CH:3]=1)=[O:25], predict the reactants needed to synthesize it. (2) Given the product [CH:7]1[C:8]2[C:3](=[C:2]([NH:12][C@@H:13]3[CH2:17][CH2:16][N:15]([C:18]([O:20][C:21]([CH3:24])([CH3:23])[CH3:22])=[O:19])[CH2:14]3)[CH:11]=[CH:10][CH:9]=2)[CH:4]=[CH:5][N:6]=1, predict the reactants needed to synthesize it. The reactants are: Br[C:2]1[CH:11]=[CH:10][CH:9]=[C:8]2[C:3]=1[CH:4]=[CH:5][N:6]=[CH:7]2.[NH2:12][C@@H:13]1[CH2:17][CH2:16][N:15]([C:18]([O:20][C:21]([CH3:24])([CH3:23])[CH3:22])=[O:19])[CH2:14]1.C(=O)([O-])[O-].[Cs+].[Cs+]. (3) Given the product [F:3][C:4]1[C:5]([NH:20][CH:21]([C:28]2([CH3:34])[CH2:33][CH2:32][CH2:31][CH2:30][CH2:29]2)[CH2:22][C:23]([OH:25])=[O:24])=[N:6][C:7]([C:10]2[C:18]3[C:13](=[N:14][CH:15]=[C:16]([F:19])[CH:17]=3)[NH:12][CH:11]=2)=[N:8][CH:9]=1, predict the reactants needed to synthesize it. The reactants are: [Li+].[OH-].[F:3][C:4]1[C:5]([NH:20][CH:21]([C:28]2([CH3:34])[CH2:33][CH2:32][CH2:31][CH2:30][CH2:29]2)[CH2:22][C:23]([O:25]CC)=[O:24])=[N:6][C:7]([C:10]2[C:18]3[C:13](=[N:14][CH:15]=[C:16]([F:19])[CH:17]=3)[NH:12][CH:11]=2)=[N:8][CH:9]=1. (4) Given the product [CH3:43][C@H:44]1[N:49]([C:12]([C:11]2[CH:10]=[CH:9][S:8][C:7]=2[C:2]2[N:1]=[CH:6][CH:5]=[CH:4][N:3]=2)=[O:14])[CH2:48][C@H:47]([O:50][C:51]2[C:56]([C:57]([OH:60])([CH3:59])[CH3:58])=[CH:55][CH:54]=[CH:53][N:52]=2)[CH2:46][CH2:45]1, predict the reactants needed to synthesize it. The reactants are: [N:1]1[CH:6]=[CH:5][CH:4]=[N:3][C:2]=1[C:7]1[S:8][CH:9]=[CH:10][C:11]=1[C:12]([O-:14])=O.[K+].CCN(C(C)C)C(C)C.C(P1(=O)OP(=O)(CCC)OP(=O)(CCC)O1)CC.[CH3:43][C@H:44]1[NH:49][CH2:48][C@H:47]([O:50][C:51]2[C:56]([C:57]([OH:60])([CH3:59])[CH3:58])=[CH:55][CH:54]=[CH:53][N:52]=2)[CH2:46][CH2:45]1. (5) Given the product [F:31][CH:2]([F:1])[C:3]1[CH:7]=[C:6]([CH:8]([F:10])[F:9])[N:5]([CH2:11][C:12]([N:14]2[CH2:15][CH2:16][C:17]([C:21]3[S:22][CH:23]=[C:24]([C:26]([OH:28])=[O:27])[N:25]=3)([F:20])[CH2:18][CH2:19]2)=[O:13])[N:4]=1, predict the reactants needed to synthesize it. The reactants are: [F:1][CH:2]([F:31])[C:3]1[CH:7]=[C:6]([CH:8]([F:10])[F:9])[N:5]([CH2:11][C:12]([N:14]2[CH2:19][CH2:18][C:17]([C:21]3[S:22][CH:23]=[C:24]([C:26]([O:28]CC)=[O:27])[N:25]=3)([F:20])[CH2:16][CH2:15]2)=[O:13])[N:4]=1.O.[OH-].[Li+].